From a dataset of Catalyst prediction with 721,799 reactions and 888 catalyst types from USPTO. Predict which catalyst facilitates the given reaction. (1) Reactant: [C:1]([O:5][C:6]([CH:8]1[CH2:11][N:10]([C:12]2[NH:17][C:16](=[O:18])[C:15]([C:19]([O:21][CH2:22][CH3:23])=[O:20])=[CH:14][C:13]=2[C:24]#[N:25])[CH2:9]1)=[O:7])([CH3:4])([CH3:3])[CH3:2].I[CH2:27][CH:28]([F:30])[F:29]. Product: [C:1]([O:5][C:6]([CH:8]1[CH2:9][N:10]([C:12]2[C:13]([C:24]#[N:25])=[CH:14][C:15]([C:19]([O:21][CH2:22][CH3:23])=[O:20])=[C:16]([O:18][CH2:27][CH:28]([F:30])[F:29])[N:17]=2)[CH2:11]1)=[O:7])([CH3:2])([CH3:4])[CH3:3]. The catalyst class is: 16. (2) Product: [S:1]1[CH:5]=[CH:4][CH:3]=[C:2]1[C:6]1[CH:11]=[CH:10][N:9]=[C:8]2[N:12]([C@@H:19]3[O:31][C@H:30]([CH2:32][OH:33])[C@@H:25]([OH:26])[C@H:20]3[OH:21])[CH:13]=[N:14][C:7]=12. Reactant: [S:1]1[CH:5]=[CH:4][CH:3]=[C:2]1[C:6]1[CH:11]=[CH:10][N:9]=[C:8]2[NH:12][CH:13]=[N:14][C:7]=12.C(O[C@@H:19]1[O:31][C@H:30]([CH2:32][O:33]C(=O)C)[C@@H:25]([O:26]C(=O)C)[C@H:20]1[O:21]C(=O)C)(=O)C.ClCC(O)=O. The catalyst class is: 328.